Dataset: Forward reaction prediction with 1.9M reactions from USPTO patents (1976-2016). Task: Predict the product of the given reaction. (1) Given the reactants [C:1]([NH:4][C:5]1[S:6][C:7]([C:11]2[S:15][C:14]([S:16](Cl)(=[O:18])=[O:17])=[CH:13][CH:12]=2)=[C:8]([CH3:10])[N:9]=1)(=[O:3])[CH3:2].[CH2:20]([NH2:23])[CH:21]=[CH2:22].CCN(C(C)C)C(C)C, predict the reaction product. The product is: [CH2:20]([NH:23][S:16]([C:14]1[S:15][C:11]([C:7]2[S:6][C:5]([NH:4][C:1](=[O:3])[CH3:2])=[N:9][C:8]=2[CH3:10])=[CH:12][CH:13]=1)(=[O:18])=[O:17])[CH:21]=[CH2:22]. (2) Given the reactants [CH2:1]([O:3][C:4]([N:6]1[CH2:14][CH:13]2[CH:9]([CH2:10][C:11]3[S:17][C:16]([CH3:18])=[CH:15][C:12]=32)[CH2:8][CH2:7]1)=[O:5])[CH3:2].C(Cl)(Cl)Cl.C1(C=CC(O)=CC=1)O.C1C(=O)N([Br:38])C(=O)C1, predict the reaction product. The product is: [CH2:1]([O:3][C:4]([N:6]1[CH2:14][CH:13]2[CH:9]([CH2:10][C:11]3[S:17][C:16]([CH3:18])=[C:15]([Br:38])[C:12]=32)[CH2:8][CH2:7]1)=[O:5])[CH3:2]. (3) Given the reactants [NH:1]1[CH2:6][CH2:5][CH:4]([C:7]([O:9]CC)=O)[CH2:3][CH2:2]1.C([O-])([O-])=O.[K+].[K+].[CH:18]1[CH:23]=[CH:22][C:21]([CH2:24][O:25][C:26](Cl)=[O:27])=[CH:20][CH:19]=1, predict the reaction product. The product is: [OH:9][CH2:7][CH:4]1[CH2:3][CH2:2][N:1]([C:26]([O:25][CH2:24][C:21]2[CH:22]=[CH:23][CH:18]=[CH:19][CH:20]=2)=[O:27])[CH2:6][CH2:5]1.